From a dataset of Full USPTO retrosynthesis dataset with 1.9M reactions from patents (1976-2016). Predict the reactants needed to synthesize the given product. (1) Given the product [OH:16][CH2:15][C@H:12]1[CH2:13][CH2:14][C@H:9]([NH:8][C:6](=[O:7])[O:5][C:1]([CH3:2])([CH3:3])[CH3:4])[CH2:10][C@@H:11]1[O:19][CH3:20], predict the reactants needed to synthesize it. The reactants are: [C:1]([O:5][C:6]([NH:8][C@H:9]1[CH2:14][CH2:13][C@H:12]([C:15](OC)=[O:16])[C@@H:11]([O:19][CH3:20])[CH2:10]1)=[O:7])([CH3:4])([CH3:3])[CH3:2].[AlH4-].[Li+]. (2) The reactants are: [C:1](Cl)(=[O:8])[C:2]1[CH:7]=[CH:6][CH:5]=[CH:4][CH:3]=1.[NH4+].[N:11]#[C:12][S-:13].[N:14]1([CH:19]([C:23]2[CH:28]=[CH:27][C:26]([NH2:29])=[CH:25][CH:24]=2)[CH:20]([CH3:22])[CH3:21])[CH:18]=[CH:17][N:16]=[CH:15]1. Given the product [C:1]([NH:11][C:12]([NH:29][C:26]1[CH:27]=[CH:28][C:23]([CH:19]([N:14]2[CH:18]=[CH:17][N:16]=[CH:15]2)[CH:20]([CH3:22])[CH3:21])=[CH:24][CH:25]=1)=[S:13])(=[O:8])[C:2]1[CH:7]=[CH:6][CH:5]=[CH:4][CH:3]=1, predict the reactants needed to synthesize it.